This data is from Full USPTO retrosynthesis dataset with 1.9M reactions from patents (1976-2016). The task is: Predict the reactants needed to synthesize the given product. (1) Given the product [C:27](/[C:6](=[C:7]1/[S:8]/[C:9](=[CH:15]\[C:16]2[CH:17]=[CH:18][C:19]([N:22]3[CH2:23][CH2:24][CH2:25][CH2:26]3)=[CH:20][CH:21]=2)/[C:10](=[O:14])[N:11]/1[CH2:12][CH3:13])/[C:5]([OH:29])=[O:4])#[N:28], predict the reactants needed to synthesize it. The reactants are: C([O:4][C:5](=[O:29])/[C:6](/[C:27]#[N:28])=[C:7]1\[S:8]/[C:9](=[CH:15]\[C:16]2[CH:21]=[CH:20][C:19]([N:22]3[CH2:26][CH2:25][CH2:24][CH2:23]3)=[CH:18][CH:17]=2)/[C:10](=[O:14])[N:11]\1[CH2:12][CH3:13])C=C.N1C(=O)CC(=O)NC1=O.C(OCC)(=O)C. (2) Given the product [Br:11][C:5]1[CH:6]=[C:7]([Cl:10])[CH:8]=[CH:9][C:4]=1[C:3](=[O:12])[C:14]([F:16])([F:15])[F:13], predict the reactants needed to synthesize it. The reactants are: CO[C:3](=[O:12])[C:4]1[CH:9]=[CH:8][C:7]([Cl:10])=[CH:6][C:5]=1[Br:11].[F:13][C:14]([Si](C)(C)C)([F:16])[F:15].[F-].C([N+](CCCC)(CCCC)CCCC)CCC.Cl.